Dataset: Peptide-MHC class I binding affinity with 185,985 pairs from IEDB/IMGT. Task: Regression. Given a peptide amino acid sequence and an MHC pseudo amino acid sequence, predict their binding affinity value. This is MHC class I binding data. (1) The peptide sequence is GYAWIDFDI. The MHC is HLA-B15:17 with pseudo-sequence HLA-B15:17. The binding affinity (normalized) is 0.0847. (2) The peptide sequence is MKYVWPPIM. The MHC is HLA-A25:01 with pseudo-sequence HLA-A25:01. The binding affinity (normalized) is 0.0847. (3) The peptide sequence is ERSDKSYEH. The MHC is HLA-A31:01 with pseudo-sequence HLA-A31:01. The binding affinity (normalized) is 0.0847.